Dataset: Full USPTO retrosynthesis dataset with 1.9M reactions from patents (1976-2016). Task: Predict the reactants needed to synthesize the given product. (1) Given the product [Br:1][C:2]1[C:3]([Cl:11])=[N:4][CH:5]=[C:6]([CH:10]=1)[C:7]([NH:20][C:19]1[CH:21]=[CH:22][C:16]([O:15][C:13]([F:12])([F:23])[CH3:14])=[CH:17][CH:18]=1)=[O:9], predict the reactants needed to synthesize it. The reactants are: [Br:1][C:2]1[C:3]([Cl:11])=[N:4][CH:5]=[C:6]([CH:10]=1)[C:7]([OH:9])=O.[F:12][C:13]([F:23])([O:15][C:16]1[CH:22]=[CH:21][C:19]([NH2:20])=[CH:18][CH:17]=1)[CH3:14]. (2) Given the product [C:1]([O:5][C:6]([N:8]1[CH2:20][C@@H:19]([CH3:21])[N:18]2[C@H:10]([CH2:11][C:12]3[C:17]2=[N:16][C:15]([C:24]#[N:25])=[CH:14][CH:13]=3)[CH2:9]1)=[O:7])([CH3:4])([CH3:3])[CH3:2], predict the reactants needed to synthesize it. The reactants are: [C:1]([O:5][C:6]([N:8]1[CH2:20][C@@H:19]([CH3:21])[N:18]2[C@H:10]([CH2:11][C:12]3[C:17]2=[N:16][C:15](Br)=[CH:14][CH:13]=3)[CH2:9]1)=[O:7])([CH3:4])([CH3:3])[CH3:2].[Cu][C:24]#[N:25]. (3) Given the product [Br:2][C:3]1[C:8]([CH3:9])=[CH:7][C:6]([O:10][C:13]2[CH:18]=[CH:17][CH:16]=[C:15]([CH3:19])[N:14]=2)=[CH:5][C:4]=1[CH3:11], predict the reactants needed to synthesize it. The reactants are: [Na].[Br:2][C:3]1[C:8]([CH3:9])=[CH:7][C:6]([OH:10])=[CH:5][C:4]=1[CH3:11].Br[C:13]1[CH:18]=[CH:17][CH:16]=[C:15]([CH3:19])[N:14]=1. (4) Given the product [N:17]([CH2:2][C:3]1[C:4]2[C:9]([CH:10]=[C:11]3[C:16]=1[CH:15]=[CH:14][CH:13]=[CH:12]3)=[CH:8][CH:7]=[CH:6][CH:5]=2)=[N+:18]=[N-:19], predict the reactants needed to synthesize it. The reactants are: Br[CH2:2][C:3]1[C:4]2[C:9]([CH:10]=[C:11]3[C:16]=1[CH:15]=[CH:14][CH:13]=[CH:12]3)=[CH:8][CH:7]=[CH:6][CH:5]=2.[N-:17]=[N+:18]=[N-:19].[Na+]. (5) Given the product [CH2:6]([Cl:11])[CH:7]([OH:10])[CH2:8][Cl:9].[OH2:5].[CH2:1]([CH:3]1[O:5][CH2:4]1)[Cl:2], predict the reactants needed to synthesize it. The reactants are: [CH2:1]([CH:3]1[O:5][CH2:4]1)[Cl:2].[CH2:6]([Cl:11])[CH:7]([OH:10])[CH2:8][Cl:9]. (6) Given the product [F:24][C:21]1[CH:22]=[CH:23][C:18]([N:14]2[C:15]3[C:11](=[CH:10][C:9]([O:8][CH2:7][CH2:6][CH2:5][CH2:4][CH2:3][CH2:2][N:25]4[CH2:30][CH2:29][CH2:28][CH2:27][CH2:26]4)=[CH:17][CH:16]=3)[CH:12]=[CH:13]2)=[CH:19][CH:20]=1, predict the reactants needed to synthesize it. The reactants are: Br[CH2:2][CH2:3][CH2:4][CH2:5][CH2:6][CH2:7][O:8][C:9]1[CH:10]=[C:11]2[C:15](=[CH:16][CH:17]=1)[N:14]([C:18]1[CH:23]=[CH:22][C:21]([F:24])=[CH:20][CH:19]=1)[CH:13]=[CH:12]2.[NH:25]1[CH2:30][CH2:29][CH2:28][CH2:27][CH2:26]1. (7) The reactants are: C(S[C:4](=[O:20])[C@H:5]([NH:9][C:10]([O:12][CH2:13][C:14]1[CH:19]=[CH:18][CH:17]=[CH:16][CH:15]=1)=[O:11])[CH:6]([CH3:8])[CH3:7])C.[SiH](CC)(CC)CC. Given the product [CH2:13]([O:12][C:10](=[O:11])[NH:9][C@@H:5]([CH:4]=[O:20])[CH:6]([CH3:8])[CH3:7])[C:14]1[CH:19]=[CH:18][CH:17]=[CH:16][CH:15]=1, predict the reactants needed to synthesize it. (8) Given the product [CH3:26][O:25][C:7]1[C:6]([S:4]([CH3:5])(=[N:3][C:32](=[O:37])[C:33]([F:34])([F:35])[F:36])=[O:40])=[C:20]([C:21]([F:24])([F:23])[F:22])[CH:19]=[CH:18][C:8]=1[C:9]([NH:11][C:12]1[N:16]([CH3:17])[N:15]=[N:14][N:13]=1)=[O:10], predict the reactants needed to synthesize it. The reactants are: C([N:3]=[S:4]([C:6]1[C:7]([O:25][CH3:26])=[C:8]([CH:18]=[CH:19][C:20]=1[C:21]([F:24])([F:23])[F:22])[C:9]([NH:11][C:12]1[N:16]([CH3:17])[N:15]=[N:14][N:13]=1)=[O:10])[CH3:5])#N.[F:34][C:33]([F:36])([F:35])[C:32](O[C:32](=[O:37])[C:33]([F:36])([F:35])[F:34])=[O:37].[OH2:40].